Task: Predict the reaction yield, written as a fraction of the theoretical maximum amount of product (1.0 means a 100% yield; for example, 0.34 means a 34% yield).. Dataset: Reaction yield outcomes from USPTO patents with 853,638 reactions (1) The catalyst is Cl. The reactants are C(O[C:6]([N:8](C)[CH:9]([CH2:15][CH2:16][CH2:17][CH2:18][B:19]1[O:23]C(C)(C)C(C)(C)[O:20]1)[C:10]([O:12]CC)=[O:11])=O)(C)(C)C. The yield is 0.720. The product is [B:19]([CH2:18][CH2:17][CH2:16][CH2:15][CH:9]([NH:8][CH3:6])[C:10]([OH:12])=[O:11])([OH:23])[OH:20]. (2) The reactants are [NH2:1][C:2]1[C:7]2=[C:8]([C:13]3[CH:18]=[CH:17][CH:16]=[C:15]([O:19][CH2:20][C:21]4[CH:26]=[CH:25][CH:24]=[CH:23][CH:22]=4)[CH:14]=3)[CH:9]=[C:10]([CH2:11][OH:12])[N:6]2[N:5]=[CH:4][N:3]=1.CC(OI1(OC(C)=O)(OC(C)=O)OC(=O)C2C=CC=CC1=2)=O. The catalyst is ClCCl. The product is [NH2:1][C:2]1[C:7]2=[C:8]([C:13]3[CH:18]=[CH:17][CH:16]=[C:15]([O:19][CH2:20][C:21]4[CH:22]=[CH:23][CH:24]=[CH:25][CH:26]=4)[CH:14]=3)[CH:9]=[C:10]([CH:11]=[O:12])[N:6]2[N:5]=[CH:4][N:3]=1. The yield is 0.350.